From a dataset of Reaction yield outcomes from USPTO patents with 853,638 reactions. Predict the reaction yield, written as a fraction of the theoretical maximum amount of product (1.0 means a 100% yield; for example, 0.34 means a 34% yield). The reactants are [Cl-].O[NH3+:3].[C:4](=[O:7])([O-])[OH:5].[Na+].CS(C)=O.[CH3:13][C:14]1[N:15]([C:39]2[CH:44]=[CH:43][C:42]([O:45][C:46]([F:49])([F:48])[F:47])=[CH:41][CH:40]=2)[C:16](=[O:38])[C:17]([CH2:23][C:24]2[CH:29]=[CH:28][C:27]([C:30]3[C:31]([C:36]#[N:37])=[CH:32][CH:33]=[CH:34][CH:35]=3)=[CH:26][CH:25]=2)=[C:18]([CH2:20][CH2:21][CH3:22])[N:19]=1. The catalyst is O.C(OCC)(=O)C. The product is [CH3:13][C:14]1[N:15]([C:39]2[CH:40]=[CH:41][C:42]([O:45][C:46]([F:49])([F:47])[F:48])=[CH:43][CH:44]=2)[C:16](=[O:38])[C:17]([CH2:23][C:24]2[CH:25]=[CH:26][C:27]([C:30]3[CH:35]=[CH:34][CH:33]=[CH:32][C:31]=3[C:36]3[NH:3][C:4](=[O:7])[O:5][N:37]=3)=[CH:28][CH:29]=2)=[C:18]([CH2:20][CH2:21][CH3:22])[N:19]=1. The yield is 0.830.